Regression. Given a peptide amino acid sequence and an MHC pseudo amino acid sequence, predict their binding affinity value. This is MHC class II binding data. From a dataset of Peptide-MHC class II binding affinity with 134,281 pairs from IEDB. (1) The peptide sequence is ITNFRAILTAFSPAQ. The MHC is DRB1_0701 with pseudo-sequence DRB1_0701. The binding affinity (normalized) is 0.502. (2) The peptide sequence is GLDFSEVSNVQRLMR. The MHC is DRB1_0404 with pseudo-sequence DRB1_0404. The binding affinity (normalized) is 0.422. (3) The peptide sequence is SMEYKKDFLITARKP. The MHC is DRB1_0401 with pseudo-sequence DRB1_0401. The binding affinity (normalized) is 0.706. (4) The peptide sequence is RTEQKDFDGRSEFAY. The MHC is HLA-DPA10201-DPB10501 with pseudo-sequence HLA-DPA10201-DPB10501. The binding affinity (normalized) is 0.0369. (5) The peptide sequence is SPEVIPMFSALSE. The MHC is DRB1_1501 with pseudo-sequence DRB1_1501. The binding affinity (normalized) is 0.576. (6) The peptide sequence is EGPEEHEILNDSGET. The MHC is DRB1_1301 with pseudo-sequence DRB1_1301. The binding affinity (normalized) is 0.